This data is from Forward reaction prediction with 1.9M reactions from USPTO patents (1976-2016). The task is: Predict the product of the given reaction. (1) Given the reactants COCCOC[O:7][C:8]1[C:9]([Se:22][C:23]2[CH:33]=[CH:32][C:26]([C:27]([O:29][CH2:30][CH3:31])=[O:28])=[CH:25][N:24]=2)=[CH:10][C:11]2[C:12]([CH3:21])([CH3:20])[CH2:13][CH2:14][C:15]([CH3:19])([CH3:18])[C:16]=2[CH:17]=1.S(=O)(=O)(O)O.C(O)C, predict the reaction product. The product is: [OH:7][C:8]1[C:9]([Se:22][C:23]2[CH:33]=[CH:32][C:26]([C:27]([O:29][CH2:30][CH3:31])=[O:28])=[CH:25][N:24]=2)=[CH:10][C:11]2[C:12]([CH3:20])([CH3:21])[CH2:13][CH2:14][C:15]([CH3:19])([CH3:18])[C:16]=2[CH:17]=1. (2) Given the reactants [C@H:1]12[CH2:6][C@H:5]1[CH2:4][C@@H:3]([CH2:7][NH:8][C:9]([C:11]1[CH:12]=[CH:13][CH:14]=[C:15]3[O:19][CH:18]=[CH:17][C:16]=13)=[O:10])[NH:2]2.[CH3:20][C:21]1[S:22][C:23]([C:29]2[CH:34]=[CH:33][CH:32]=[CH:31][C:30]=2[C:35]([F:38])([F:37])[F:36])=[C:24]([C:26](O)=[O:27])[N:25]=1, predict the reaction product. The product is: [CH3:20][C:21]1[S:22][C:23]([C:29]2[CH:34]=[CH:33][CH:32]=[CH:31][C:30]=2[C:35]([F:38])([F:36])[F:37])=[C:24]([C:26]([N:2]2[C@H:3]([CH2:7][NH:8][C:9]([C:11]3[CH:12]=[CH:13][CH:14]=[C:15]4[O:19][CH:18]=[CH:17][C:16]=34)=[O:10])[CH2:4][C@H:5]3[C@@H:1]2[CH2:6]3)=[O:27])[N:25]=1. (3) The product is: [F:23][C:19]1[C:18]([O:24][CH3:25])=[C:17]([C:13]2[CH:14]=[CH:15][CH:16]=[C:11]([N:9]3[CH:10]=[C:6]([C:4]([C:28]4[CH:33]=[CH:32][C:31]([F:34])=[CH:30][CH:29]=4)=[O:5])[N:7]=[CH:8]3)[CH:12]=2)[CH:22]=[CH:21][CH:20]=1. Given the reactants CON(C)[C:4]([C:6]1[N:7]=[CH:8][N:9]([C:11]2[CH:12]=[C:13]([C:17]3[CH:22]=[CH:21][CH:20]=[C:19]([F:23])[C:18]=3[O:24][CH3:25])[CH:14]=[CH:15][CH:16]=2)[CH:10]=1)=[O:5].Br[C:28]1[CH:33]=[CH:32][C:31]([F:34])=[CH:30][CH:29]=1, predict the reaction product. (4) Given the reactants [CH3:1][C:2]1[S:6][C:5]([CH:7]=O)=[CH:4][CH:3]=1.[NH2:9][OH:10].Cl.N1C=CC=CC=1, predict the reaction product. The product is: [CH3:1][C:2]1[S:6][C:5]([CH:7]=[N:9][OH:10])=[CH:4][CH:3]=1. (5) Given the reactants C(N(CC)CC)C.[Br:8][C:9]1[CH:10]=[C:11]([CH:14]=[C:15]([O:26][CH3:27])[C:16]=1[O:17][CH2:18][CH2:19][CH2:20][CH2:21][CH2:22][CH2:23][CH2:24][CH3:25])[CH2:12][OH:13].[CH3:28][S:29](Cl)(=[O:31])=[O:30], predict the reaction product. The product is: [S:29]([O:13][CH2:12][C:11]1[CH:14]=[C:15]([O:26][CH3:27])[C:16]([O:17][CH2:18][CH2:19][CH2:20][CH2:21][CH2:22][CH2:23][CH2:24][CH3:25])=[C:9]([Br:8])[CH:10]=1)(=[O:31])(=[O:30])[CH3:28]. (6) The product is: [F:8][C:9]1[CH:14]=[CH:13][CH:12]=[CH:11][C:10]=1[C:2]1[CH:3]=[N:4][CH:5]=[CH:6][CH:7]=1. Given the reactants I[C:2]1[CH:3]=[N:4][CH:5]=[CH:6][CH:7]=1.[F:8][C:9]1[CH:14]=[CH:13][CH:12]=[CH:11][C:10]=1B(O)O.C(=O)([O-])[O-].[Na+].[Na+], predict the reaction product. (7) Given the reactants [Cl:1][C:2]1[CH:7]=[CH:6][C:5]2[C:8]3[C:9]([CH:16]([CH2:29][C:30]([N:32]4[CH2:37][CH2:36][CH:35]([C:38]([O:40]CC)=[O:39])[CH2:34][CH2:33]4)=[O:31])[O:17][CH:18]([C:19]4[CH:24]=[CH:23][CH:22]=[C:21]([O:25][CH3:26])[C:20]=4[O:27][CH3:28])[C:4]=2[CH:3]=1)=[N:10][O:11][C:12]=3[CH:13]([CH3:15])[CH3:14].Cl.O, predict the reaction product. The product is: [Cl:1][C:2]1[CH:7]=[CH:6][C:5]2[C:8]3[C:9]([CH:16]([CH2:29][C:30]([N:32]4[CH2:37][CH2:36][CH:35]([C:38]([OH:40])=[O:39])[CH2:34][CH2:33]4)=[O:31])[O:17][CH:18]([C:19]4[CH:24]=[CH:23][CH:22]=[C:21]([O:25][CH3:26])[C:20]=4[O:27][CH3:28])[C:4]=2[CH:3]=1)=[N:10][O:11][C:12]=3[CH:13]([CH3:15])[CH3:14]. (8) Given the reactants Cl[C:2]1[C:11]2=[N:12][N:13](CC3C=CC(OC)=CC=3)[CH:14]=[C:10]2[C:9]2[CH:8]=[CH:7][CH:6]=[C:5]([O:24][CH3:25])[C:4]=2[N:3]=1.[NH2:26][C:27]1[CH:32]=[CH:31][C:30]([CH3:33])=[CH:29][CH:28]=1.Cl, predict the reaction product. The product is: [CH3:25][O:24][C:5]1[C:4]2[N:3]=[C:2]([NH:26][C:27]3[CH:32]=[CH:31][C:30]([CH3:33])=[CH:29][CH:28]=3)[C:11]3=[N:12][NH:13][CH:14]=[C:10]3[C:9]=2[CH:8]=[CH:7][CH:6]=1. (9) Given the reactants [CH:1]([C:4]1[CH:9]=[CH:8][CH:7]=[C:6]([CH:10]([CH3:12])[CH3:11])[C:5]=1[NH:13][C:14]1[C:15]([NH2:20])=[CH:16][CH:17]=[CH:18][CH:19]=1)([CH3:3])[CH3:2], predict the reaction product. The product is: [CH:10]([C:6]1[CH:7]=[CH:8][CH:9]=[C:4]([CH:1]([CH3:2])[CH3:3])[C:5]=1[N:13]1[C:14]2[CH:19]=[CH:18][CH:17]=[CH:16][C:15]=2[N:20]=[C:1]1[C:4]1[CH:9]=[CH:8][CH:7]=[CH:6][CH:5]=1)([CH3:12])[CH3:11]. (10) Given the reactants [F:1][C:2]1[CH:3]=[C:4]([CH:8]([OH:32])[CH2:9][C:10](=[O:31])[CH:11]=[C:12]2[CH2:17][CH2:16][N:15]([C:18](=[O:30])[C:19]3[CH:24]=[CH:23][C:22]([O:25][CH:26]([CH3:28])[CH3:27])=[C:21]([CH3:29])[CH:20]=3)[CH2:14][CH2:13]2)[CH:5]=[N:6][CH:7]=1.CC(OI1(OC(C)=O)(OC(C)=O)OC(=O)C2C=CC=CC1=2)=O, predict the reaction product. The product is: [F:1][C:2]1[CH:3]=[C:4]([C:8](=[O:32])[CH2:9][C:10](=[O:31])[CH:11]=[C:12]2[CH2:13][CH2:14][N:15]([C:18](=[O:30])[C:19]3[CH:24]=[CH:23][C:22]([O:25][CH:26]([CH3:28])[CH3:27])=[C:21]([CH3:29])[CH:20]=3)[CH2:16][CH2:17]2)[CH:5]=[N:6][CH:7]=1.